This data is from NCI-60 drug combinations with 297,098 pairs across 59 cell lines. The task is: Regression. Given two drug SMILES strings and cell line genomic features, predict the synergy score measuring deviation from expected non-interaction effect. (1) Drug 1: C1CN1C2=NC(=NC(=N2)N3CC3)N4CC4. Drug 2: C1=CC(=CC=C1CC(C(=O)O)N)N(CCCl)CCCl.Cl. Cell line: SF-295. Synergy scores: CSS=57.4, Synergy_ZIP=3.55, Synergy_Bliss=5.49, Synergy_Loewe=-13.0, Synergy_HSA=3.75. (2) Drug 1: C1CC(=O)NC(=O)C1N2C(=O)C3=CC=CC=C3C2=O. Drug 2: CC(C)CN1C=NC2=C1C3=CC=CC=C3N=C2N. Cell line: A498. Synergy scores: CSS=-16.1, Synergy_ZIP=3.59, Synergy_Bliss=-8.82, Synergy_Loewe=-18.1, Synergy_HSA=-18.6. (3) Drug 1: C1=CN(C(=O)N=C1N)C2C(C(C(O2)CO)O)O.Cl. Drug 2: C1=NC2=C(N=C(N=C2N1C3C(C(C(O3)CO)O)F)Cl)N. Cell line: UACC-257. Synergy scores: CSS=6.22, Synergy_ZIP=-0.0202, Synergy_Bliss=3.24, Synergy_Loewe=-0.276, Synergy_HSA=0.444. (4) Drug 1: C1CC(=O)NC(=O)C1N2CC3=C(C2=O)C=CC=C3N. Drug 2: CC1C(C(CC(O1)OC2CC(CC3=C2C(=C4C(=C3O)C(=O)C5=CC=CC=C5C4=O)O)(C(=O)C)O)N)O. Cell line: IGROV1. Synergy scores: CSS=42.8, Synergy_ZIP=-1.86, Synergy_Bliss=-1.84, Synergy_Loewe=-30.3, Synergy_HSA=-2.90. (5) Drug 1: CC12CCC3C(C1CCC2=O)CC(=C)C4=CC(=O)C=CC34C. Drug 2: CCC1(CC2CC(C3=C(CCN(C2)C1)C4=CC=CC=C4N3)(C5=C(C=C6C(=C5)C78CCN9C7C(C=CC9)(C(C(C8N6C=O)(C(=O)OC)O)OC(=O)C)CC)OC)C(=O)OC)O.OS(=O)(=O)O. Cell line: SF-539. Synergy scores: CSS=40.6, Synergy_ZIP=0.145, Synergy_Bliss=4.21, Synergy_Loewe=-3.90, Synergy_HSA=4.57. (6) Drug 1: COC1=NC(=NC2=C1N=CN2C3C(C(C(O3)CO)O)O)N. Drug 2: CC(C)NC(=O)C1=CC=C(C=C1)CNNC.Cl. Cell line: LOX IMVI. Synergy scores: CSS=32.3, Synergy_ZIP=-3.41, Synergy_Bliss=-0.0751, Synergy_Loewe=1.99, Synergy_HSA=4.61. (7) Cell line: COLO 205. Synergy scores: CSS=67.2, Synergy_ZIP=-6.59, Synergy_Bliss=-9.39, Synergy_Loewe=-10.3, Synergy_HSA=-2.49. Drug 1: C1C(C(OC1N2C=NC(=NC2=O)N)CO)O. Drug 2: CC1C(C(CC(O1)OC2CC(CC3=C2C(=C4C(=C3O)C(=O)C5=CC=CC=C5C4=O)O)(C(=O)C)O)N)O.